From a dataset of Full USPTO retrosynthesis dataset with 1.9M reactions from patents (1976-2016). Predict the reactants needed to synthesize the given product. (1) Given the product [CH3:1][N:2]([CH3:26])[C:3]1[CH:4]=[C:5]([CH:9]=[C:10](/[CH:12]=[CH:13]/[C:14]2[CH:15]=[C:16]([CH3:25])[C:17]([O:21][CH2:22][O:23][CH3:24])=[C:18]([CH3:20])[CH:19]=2)[CH:11]=1)[C:6](=[O:8])[S:49][C:46]1[CH:47]=[CH:48][C:43]([F:42])=[CH:44][CH:45]=1, predict the reactants needed to synthesize it. The reactants are: [CH3:1][N:2]([CH3:26])[C:3]1[CH:4]=[C:5]([CH:9]=[C:10](/[CH:12]=[CH:13]/[C:14]2[CH:19]=[C:18]([CH3:20])[C:17]([O:21][CH2:22][O:23][CH3:24])=[C:16]([CH3:25])[CH:15]=2)[CH:11]=1)[C:6]([OH:8])=O.C1CCC(N=C=NC2CCCCC2)CC1.[F:42][C:43]1[CH:48]=[CH:47][C:46]([SH:49])=[CH:45][CH:44]=1. (2) Given the product [CH3:1][O:2][C:3](=[O:4])[C:5]1[CH:6]=[CH:7][C:8]([C:11](=[O:13])[N:32]([O:15][CH3:14])[CH3:35])=[N:9][CH:10]=1, predict the reactants needed to synthesize it. The reactants are: [CH3:1][O:2][C:3]([C:5]1[CH:6]=[CH:7][C:8]([C:11]([OH:13])=O)=[N:9][CH:10]=1)=[O:4].[C:14](N1C=CN=C1)(N1C=CN=C1)=[O:15].ClCCCl.C([N:32]([CH2:35]C)CC)C.